Predict the product of the given reaction. From a dataset of Forward reaction prediction with 1.9M reactions from USPTO patents (1976-2016). (1) The product is: [Cl:1][C:2]1[CH:7]=[CH:6][C:5]([CH:8]2[C:9]3[C:10](=[N:11][N:12]([CH:14]([CH3:16])[CH3:15])[CH:13]=3)[C:17](=[O:19])[N:20]2[C:21]2[CH:26]=[C:25]([CH3:27])[C:24](=[O:28])[N:23]([CH3:29])[CH:22]=2)=[CH:4][CH:3]=1. Given the reactants [Cl:1][C:2]1[CH:7]=[CH:6][C:5]([CH:8]([NH:20][C:21]2[CH:26]=[C:25]([CH3:27])[C:24](=[O:28])[N:23]([CH3:29])[CH:22]=2)[C:9]2[C:10]([C:17]([OH:19])=O)=[N:11][N:12]([CH:14]([CH3:16])[CH3:15])[CH:13]=2)=[CH:4][CH:3]=1, predict the reaction product. (2) Given the reactants [Br:1][C:2]1[CH:7]=[CH:6][CH:5]=[C:4](I)[CH:3]=1.C(N(CC)CC)C.[C:16]([C:18]1[CH:19]=[C:20]([Si:24]([CH3:27])([CH3:26])[CH3:25])[CH:21]=[CH:22][CH:23]=1)#[CH:17], predict the reaction product. The product is: [Br:1][C:2]1[CH:3]=[C:4]([C:17]#[C:16][C:18]2[CH:19]=[C:20]([Si:24]([CH3:26])([CH3:25])[CH3:27])[CH:21]=[CH:22][CH:23]=2)[CH:5]=[CH:6][CH:7]=1. (3) Given the reactants [Cl:1][C:2]1[CH:7]=[CH:6][C:5]([S:8]([N:11]([CH2:20][C:21]2[CH:26]=[CH:25][C:24]([C:27]#[N:28])=[CH:23][CH:22]=2)[CH:12]2[CH2:18][CH2:17][CH2:16][CH2:15][NH:14][C:13]2=[O:19])(=[O:10])=[O:9])=[CH:4][CH:3]=1.C(=O)(O)[O-].[Na+].Cl.[NH2:35][OH:36], predict the reaction product. The product is: [Cl:1][C:2]1[CH:7]=[CH:6][C:5]([S:8]([N:11]([CH2:20][C:21]2[CH:22]=[CH:23][C:24]([C:27]([NH:35][OH:36])=[NH:28])=[CH:25][CH:26]=2)[CH:12]2[CH2:18][CH2:17][CH2:16][CH2:15][NH:14][C:13]2=[O:19])(=[O:9])=[O:10])=[CH:4][CH:3]=1. (4) Given the reactants [N:1]1[NH:2][N:3]=[N:4][C:5]=1[C:6]1[S:10][C:9]([N:11]2[CH2:16][CH2:15][N:14]([C:17]([O:19][C:20](C)([CH3:22])C)=[O:18])[CH2:13][CH2:12]2)=[N:8][CH:7]=1.C(N([CH2:29][CH3:30])CC)C.Br[CH2:32][C:33]([O:35][CH2:36][CH3:37])=[O:34].O, predict the reaction product. The product is: [CH2:36]([O:35][C:33](=[O:34])[CH2:32][N:2]1[N:3]=[N:4][C:5]([C:6]2[S:10][C:9]([N:11]3[CH2:16][CH2:15][N:14]([C:17]([O:19][CH2:20][CH2:22][CH2:29][CH3:30])=[O:18])[CH2:13][CH2:12]3)=[N:8][CH:7]=2)=[N:1]1)[CH3:37]. (5) The product is: [NH2:1][C:4]1[CH:5]=[CH:6][C:7]([N:10]2[CH2:11][CH2:12][CH:13]([C:16]#[N:17])[CH2:14][CH2:15]2)=[N:8][CH:9]=1. Given the reactants [N+:1]([C:4]1[CH:5]=[CH:6][C:7]([N:10]2[CH2:15][CH2:14][CH:13]([C:16]#[N:17])[CH2:12][CH2:11]2)=[N:8][CH:9]=1)([O-])=O, predict the reaction product.